Dataset: Reaction yield outcomes from USPTO patents with 853,638 reactions. Task: Predict the reaction yield, written as a fraction of the theoretical maximum amount of product (1.0 means a 100% yield; for example, 0.34 means a 34% yield). (1) The reactants are [Br:1][C:2]1[CH:3]=[CH:4][C:5]([OH:11])=[C:6]([C:8](=O)[CH3:9])[CH:7]=1.C(=O)([O-])[O-].[K+].[K+].Br[CH2:19][C:20]([O:22][CH3:23])=[O:21]. The catalyst is CN(C)C=O. The product is [Br:1][C:2]1[CH:3]=[CH:4][C:5]2[O:11][C:19]([C:20]([O:22][CH3:23])=[O:21])=[C:8]([CH3:9])[C:6]=2[CH:7]=1. The yield is 0.520. (2) The reactants are [OH:1][C:2]1[C:7]([CH3:8])=[CH:6][C:5]([C:9](=[O:13])[CH2:10][O:11][CH3:12])=[C:4]([CH3:14])[CH:3]=1.Br[CH2:16][C:17]1[CH:22]=[CH:21][CH:20]=[CH:19][C:18]=1/[C:23](=[CH:28]\[O:29][CH3:30])/[C:24]([O:26][CH3:27])=[O:25].C(=O)([O-])[O-].[K+].[K+]. The catalyst is C(#N)C. The product is [CH3:30][O:29]/[CH:28]=[C:23](\[C:18]1[CH:19]=[CH:20][CH:21]=[CH:22][C:17]=1[CH2:16][O:1][C:2]1[CH:3]=[C:4]([CH3:14])[C:5]([C:9](=[O:13])[CH2:10][O:11][CH3:12])=[CH:6][C:7]=1[CH3:8])/[C:24]([O:26][CH3:27])=[O:25]. The yield is 0.760. (3) The reactants are [CH3:1][N:2]1[C:6]([C:7]2[CH:8]=[CH:9][C:10]([NH2:13])=[N:11][CH:12]=2)=[CH:5][C:4]([C:14]2[N:18]=[C:17]([CH3:19])[O:16][N:15]=2)=[N:3]1.[Cl:20][C:21]1[CH:29]=[CH:28][CH:27]=[CH:26][C:22]=1[C:23](Cl)=[O:24].CCN(C(C)C)C(C)C.C([O-])(O)=O.[Na+].C(Cl)Cl. The catalyst is C(Cl)Cl. The product is [Cl:20][C:21]1[CH:29]=[CH:28][CH:27]=[CH:26][C:22]=1[C:23]([NH:13][C:10]1[CH:9]=[CH:8][C:7]([C:6]2[N:2]([CH3:1])[N:3]=[C:4]([C:14]3[N:18]=[C:17]([CH3:19])[O:16][N:15]=3)[CH:5]=2)=[CH:12][N:11]=1)=[O:24]. The yield is 0.177. (4) The reactants are [O:1]1[CH2:6][CH2:5][CH2:4][NH:3][C:2]1=[O:7].[CH2:8]([O:15][C:16]1[C:21](=[O:22])[N:20]2[CH:23]=[C:24]([Br:28])[CH:25]=[C:26](I)[C:19]2=[N:18][C:17]=1[C:29]([O:31][CH3:32])=[O:30])[C:9]1[CH:14]=[CH:13][CH:12]=[CH:11][CH:10]=1.CC1(C)C2C(=C(P(C3C=CC=CC=3)C3C=CC=CC=3)C=CC=2)OC2C(P(C3C=CC=CC=3)C3C=CC=CC=3)=CC=CC1=2.C([O-])([O-])=O.[Cs+].[Cs+]. The catalyst is O1CCOCC1.C1C=CC(/C=C/C(/C=C/C2C=CC=CC=2)=O)=CC=1.C1C=CC(/C=C/C(/C=C/C2C=CC=CC=2)=O)=CC=1.C1C=CC(/C=C/C(/C=C/C2C=CC=CC=2)=O)=CC=1.[Pd].[Pd]. The product is [CH3:32][O:31][C:29]([C:17]1[N:18]=[C:19]2[C:26]([N:3]3[CH2:4][CH2:5][CH2:6][O:1][C:2]3=[O:7])=[CH:25][C:24]([Br:28])=[CH:23][N:20]2[C:21](=[O:22])[C:16]=1[O:15][CH2:8][C:9]1[CH:14]=[CH:13][CH:12]=[CH:11][CH:10]=1)=[O:30]. The yield is 0.400.